From a dataset of Full USPTO retrosynthesis dataset with 1.9M reactions from patents (1976-2016). Predict the reactants needed to synthesize the given product. Given the product [Br:1][C:2]1[CH:3]=[C:4]([C:27]2[N:26]=[C:25]([C:21]3[CH:22]=[CH:23][CH:24]=[C:19]([C:17]4[CH:16]=[CH:15][CH:14]=[CH:13][N:18]=4)[N:20]=3)[CH:30]=[CH:29][CH:28]=2)[CH:5]=[C:6]([Br:8])[CH:7]=1, predict the reactants needed to synthesize it. The reactants are: [Br:1][C:2]1[CH:3]=[C:4](B(O)O)[CH:5]=[C:6]([Br:8])[CH:7]=1.Br[C:13]1[N:18]=[C:17]([C:19]2[CH:24]=[CH:23][CH:22]=[C:21]([C:25]3[CH:30]=[CH:29][CH:28]=[CH:27][N:26]=3)[N:20]=2)[CH:16]=[CH:15][CH:14]=1.C(=O)([O-])[O-].[K+].[K+].